This data is from Reaction yield outcomes from USPTO patents with 853,638 reactions. The task is: Predict the reaction yield, written as a fraction of the theoretical maximum amount of product (1.0 means a 100% yield; for example, 0.34 means a 34% yield). (1) The reactants are [CH3:1][C:2]1[C:11]([N+:12]([O-:14])=[O:13])=[CH:10][CH:9]=[CH:8][C:3]=1[C:4]([O:6][CH3:7])=[O:5].[Br:15]N1C(=O)CCC1=O. The catalyst is C(Cl)(Cl)(Cl)Cl. The product is [Br:15][CH2:1][C:2]1[C:11]([N+:12]([O-:14])=[O:13])=[CH:10][CH:9]=[CH:8][C:3]=1[C:4]([O:6][CH3:7])=[O:5]. The yield is 0.930. (2) The reactants are Br[C:2]1[N:3]=[CH:4][C:5]([NH2:8])=[N:6][CH:7]=1.[CH:9]([S:12]([C:15]1[CH:20]=[CH:19][C:18](B(O)O)=[CH:17][CH:16]=1)(=[O:14])=[O:13])([CH3:11])[CH3:10].[O-]P([O-])([O-])=O.[K+].[K+].[K+]. The catalyst is CC#N.CCOC(C)=O.O.CC(C)([P](C(C)(C)C)([Pd][P](C(C)(C)C)(C(C)(C)C)C(C)(C)C)C(C)(C)C)C. The product is [CH:9]([S:12]([C:15]1[CH:20]=[CH:19][C:18]([C:2]2[N:3]=[CH:4][C:5]([NH2:8])=[N:6][CH:7]=2)=[CH:17][CH:16]=1)(=[O:13])=[O:14])([CH3:11])[CH3:10]. The yield is 0.760. (3) The catalyst is C1C=CC=CC=1.O=[Mn]=O. The reactants are [S:1]1[CH:5]=[CH:4][C:3]2[CH:6]=[C:7]([CH2:10][OH:11])[CH:8]=[CH:9][C:2]1=2. The yield is 0.920. The product is [S:1]1[CH:5]=[CH:4][C:3]2[CH:6]=[C:7]([CH:10]=[O:11])[CH:8]=[CH:9][C:2]1=2. (4) The reactants are [C:1]1([N:7]2[CH2:12][CH2:11][N:10]([C:13]3[N:14]=[C:15](O)[C:16]4[S:21][CH2:20][CH2:19][C:17]=4[N:18]=3)[CH2:9][CH2:8]2)[CH:6]=[CH:5][CH:4]=[CH:3][CH:2]=1.P(Cl)(Cl)([Cl:25])=O. No catalyst specified. The product is [Cl:25][C:15]1[C:16]2[S:21][CH2:20][CH2:19][C:17]=2[N:18]=[C:13]([N:10]2[CH2:11][CH2:12][N:7]([C:1]3[CH:6]=[CH:5][CH:4]=[CH:3][CH:2]=3)[CH2:8][CH2:9]2)[N:14]=1. The yield is 1.00. (5) The reactants are Br[CH2:2][C:3]1[O:4][C:5]2[CH:11]=[C:10]([C:12](OCC)=[O:13])[CH:9]=[C:8]([O:17][C:18]3[CH:23]=[CH:22][C:21]([S:24]([CH3:27])(=[O:26])=[O:25])=[CH:20][CH:19]=3)[C:6]=2[CH:7]=1.[CH3:28][O-:29].[Na+].[OH2:31].Cl. The catalyst is C1COCC1.CO. The product is [CH3:28][O:29][CH2:2][C:3]1[O:4][C:5]2[CH:11]=[C:10]([C:12]([OH:13])=[O:31])[CH:9]=[C:8]([O:17][C:18]3[CH:19]=[CH:20][C:21]([S:24]([CH3:27])(=[O:26])=[O:25])=[CH:22][CH:23]=3)[C:6]=2[CH:7]=1. The yield is 0.980. (6) The yield is 0.240. The product is [NH:34]1[C:27]([C:25]([N:5]([CH2:4][CH2:3][O:2][CH3:1])[S:6]([C:9]2[CH:10]=[CH:11][C:12]([C:15]3[CH:20]=[CH:19][C:18]([C:21]([F:22])([F:23])[F:24])=[CH:17][CH:16]=3)=[CH:13][CH:14]=2)(=[O:7])=[O:8])([CH3:29])[CH3:26])=[CH:28][N:36]=[N:35]1. The catalyst is CN(C=O)C.CO.[Cu]I. The reactants are [CH3:1][O:2][CH2:3][CH2:4][N:5]([C:25]([CH3:29])([C:27]#[CH:28])[CH3:26])[S:6]([C:9]1[CH:14]=[CH:13][C:12]([C:15]2[CH:20]=[CH:19][C:18]([C:21]([F:24])([F:23])[F:22])=[CH:17][CH:16]=2)=[CH:11][CH:10]=1)(=[O:8])=[O:7].[Si]([N:34]=[N+:35]=[N-:36])(C)(C)C. (7) The reactants are [O:1]1[CH:5]=[CH:4][CH:3]=[CH:2]1.C([Li])(C)(C)C.CCCCCC.[S:17](=[O:19])=[O:18].[Cl:20]N1C(=O)CCC1=O. The catalyst is C(OCC)C.O. The product is [O:1]1[CH:5]=[CH:4][CH:3]=[C:2]1[S:17]([Cl:20])(=[O:19])=[O:18]. The yield is 0.360. (8) The product is [NH2:1][CH2:2][CH2:3][CH2:4][C:5]1([C:27]2[CH:28]=[CH:29][CH:30]=[CH:31][CH:32]=2)[N:9]([C:10]([N:12]([OH:14])[CH3:13])=[O:11])[N:8]=[C:7]([C:19]2[CH:24]=[C:23]([F:25])[CH:22]=[CH:21][C:20]=2[F:26])[S:6]1. The yield is 0.490. The reactants are [NH2:1][CH2:2][CH2:3][CH2:4][C:5]1([C:27]2[CH:32]=[CH:31][CH:30]=[CH:29][CH:28]=2)[N:9]([C:10]([N:12]([O:14]C(C)(C)C)[CH3:13])=[O:11])[N:8]=[C:7]([C:19]2[CH:24]=[C:23]([F:25])[CH:22]=[CH:21][C:20]=2[F:26])[S:6]1.C(O)(C(F)(F)F)=O. No catalyst specified. (9) The reactants are [O:1]([CH:8]1[CH2:17][CH2:16][C:11]2(OCC[O:12]2)[CH2:10][CH2:9]1)[C:2]1[CH:7]=[CH:6][CH:5]=[CH:4][CH:3]=1. The catalyst is C1COCC1.Cl. The product is [O:1]([CH:8]1[CH2:9][CH2:10][C:11](=[O:12])[CH2:16][CH2:17]1)[C:2]1[CH:7]=[CH:6][CH:5]=[CH:4][CH:3]=1. The yield is 0.920. (10) The yield is 0.530. The product is [ClH:1].[CH2:13]([N:20]1[CH:6]=[C:5]([CH2:4][CH2:3][CH2:2][C:7]2[N:8]=[C:9]([NH2:12])[NH:10][CH:11]=2)[N:22]=[N:21]1)[C:14]1[CH:19]=[CH:18][CH:17]=[CH:16][CH:15]=1. The reactants are [ClH:1].[CH2:2]([C:7]1[N:8]=[C:9]([NH2:12])[NH:10][CH:11]=1)[CH2:3][CH2:4][C:5]#[CH:6].[CH2:13]([N:20]=[N+:21]=[N-:22])[C:14]1[CH:19]=[CH:18][CH:17]=[CH:16][CH:15]=1. No catalyst specified.